This data is from Reaction yield outcomes from USPTO patents with 853,638 reactions. The task is: Predict the reaction yield, written as a fraction of the theoretical maximum amount of product (1.0 means a 100% yield; for example, 0.34 means a 34% yield). The yield is 0.290. The reactants are [CH3:1][S:2][C:3]1[CH:8]=[CH:7][C:6]([C@H:9]2[C@H:18]3[CH2:19][CH2:20][NH:21][C@H:17]3[C:16]3[CH:15]=[CH:14][CH:13]=[CH:12][C:11]=3[NH:10]2)=[CH:5][CH:4]=1.[C:22]([NH:30][C@@H:31]1[CH2:36][CH2:35][CH2:34][CH2:33][C@@H:32]1[C:37](O)=[O:38])(=[O:29])[C:23]1[CH:28]=[CH:27][CH:26]=[CH:25][CH:24]=1.C(N(CC)CC)C.CCOC(OC(OCC)=O)=O. The product is [CH3:1][S:2][C:3]1[CH:4]=[CH:5][C:6]([C@H:9]2[C@H:18]3[CH2:19][CH2:20][N:21]([C:37]([C@H:32]4[CH2:33][CH2:34][CH2:35][CH2:36][C@H:31]4[NH:30][C:22](=[O:29])[C:23]4[CH:24]=[CH:25][CH:26]=[CH:27][CH:28]=4)=[O:38])[C@H:17]3[C:16]3[CH:15]=[CH:14][CH:13]=[CH:12][C:11]=3[NH:10]2)=[CH:7][CH:8]=1. The catalyst is CN(C=O)C.